From a dataset of Catalyst prediction with 721,799 reactions and 888 catalyst types from USPTO. Predict which catalyst facilitates the given reaction. (1) Reactant: [F:1][C:2]1[CH:6]=[C:5]([C:7]([F:10])([F:9])[F:8])[S:4][C:3]=1[C:11](C)([CH3:16])[CH2:12]C(O)=O.[C:18](=[O:21])([O-])[O-:19].[K+].[K+].[CH3:24]I. Product: [F:1][C:2]1[CH:6]=[C:5]([C:7]([F:9])([F:10])[F:8])[S:4][C:3]=1[C:11]([CH3:12])([CH3:16])[C:18]([O:19][CH3:24])=[O:21]. The catalyst class is: 3. (2) Reactant: [CH:1]([C:3]1[CH:18]=[CH:17][C:6]([O:7][C:8]2[N:13]=[N:12][C:11]([C:14]([NH2:16])=[O:15])=[CH:10][CH:9]=2)=[C:5]([O:19][CH3:20])[CH:4]=1)=O.[O:21]1[CH2:26][CH2:25][CH:24]([CH2:27][CH2:28][NH2:29])[CH2:23][CH2:22]1.[BH4-].[Na+]. Product: [CH3:20][O:19][C:5]1[CH:4]=[C:3]([CH2:1][NH:29][CH2:28][CH2:27][CH:24]2[CH2:25][CH2:26][O:21][CH2:22][CH2:23]2)[CH:18]=[CH:17][C:6]=1[O:7][C:8]1[N:13]=[N:12][C:11]([C:14]([NH2:16])=[O:15])=[CH:10][CH:9]=1. The catalyst class is: 5. (3) Reactant: [NH2:1][C:2]1[CH:7]=[CH:6][C:5]([F:8])=[CH:4][C:3]=1[NH:9][C:10]1[C:18]2[O:17][CH2:16][C@@H:15]([N:19]([C:34](=[O:39])[C:35]([F:38])([F:37])[F:36])[C:20]3[CH:33]=[CH:32][C:23]4[C@H:24]([CH2:27][C:28]([O:30][CH3:31])=[O:29])[CH2:25][O:26][C:22]=4[CH:21]=3)[C:14]=2[CH:13]=[CH:12][CH:11]=1.[CH2:40]([O:42][C:43](OCC)(OCC)OCC)[CH3:41]. Product: [CH2:40]([O:42][C:43]1[N:9]([C:10]2[C:18]3[O:17][CH2:16][C@@H:15]([N:19]([C:34](=[O:39])[C:35]([F:37])([F:38])[F:36])[C:20]4[CH:33]=[CH:32][C:23]5[C@H:24]([CH2:27][C:28]([O:30][CH3:31])=[O:29])[CH2:25][O:26][C:22]=5[CH:21]=4)[C:14]=3[CH:13]=[CH:12][CH:11]=2)[C:3]2[CH:4]=[C:5]([F:8])[CH:6]=[CH:7][C:2]=2[N:1]=1)[CH3:41]. The catalyst class is: 15. (4) Reactant: [CH:1]1[CH:2]=[CH:3][C:4]([C@@H:7]([N:15]2[CH2:20][CH2:19][N:18]([CH2:21][CH2:22][O:23][CH2:24][C:25]([OH:27])=[O:26])[CH2:17][CH2:16]2)[C:8]2[CH:9]=[CH:10][C:11]([Cl:14])=[CH:12][CH:13]=2)=[CH:5][CH:6]=1.[ClH:28]. Product: [CH:1]1[CH:2]=[CH:3][C:4]([C@@H:7]([N:15]2[CH2:20][CH2:19][N:18]([CH2:21][CH2:22][O:23][CH2:24][C:25]([OH:27])=[O:26])[CH2:17][CH2:16]2)[C:8]2[CH:9]=[CH:10][C:11]([Cl:14])=[CH:12][CH:13]=2)=[CH:5][CH:6]=1.[ClH:28].[ClH:14]. The catalyst class is: 283. (5) Reactant: [Cl:1][C:2]1[CH:3]=[C:4]([C@@H:8]2[C@@H:13]([C:14]3[CH:19]=[CH:18][C:17]([Cl:20])=[CH:16][CH:15]=3)[N:12]([CH:21]([CH2:24][CH3:25])[CH2:22][CH3:23])[C:11](=[O:26])[C@:10]([CH2:28][CH:29]([OH:33])[C:30]([OH:32])=O)([CH3:27])[CH2:9]2)[CH:5]=[CH:6][CH:7]=1.CN(C(ON1N=NC2C=CC=NC1=2)=[N+](C)C)C.F[P-](F)(F)(F)(F)F.[CH3:58][O:59][C:60]1[CH:67]=[C:66]([O:68][CH3:69])[CH:65]=[CH:64][C:61]=1[CH2:62][NH2:63].C(N(CC)CC)C. Product: [Cl:1][C:2]1[CH:3]=[C:4]([C@@H:8]2[C@@H:13]([C:14]3[CH:19]=[CH:18][C:17]([Cl:20])=[CH:16][CH:15]=3)[N:12]([CH:21]([CH2:22][CH3:23])[CH2:24][CH3:25])[C:11](=[O:26])[C@:10]([CH2:28][CH:29]([OH:33])[C:30]([NH:63][CH2:62][C:61]3[CH:64]=[CH:65][C:66]([O:68][CH3:69])=[CH:67][C:60]=3[O:59][CH3:58])=[O:32])([CH3:27])[CH2:9]2)[CH:5]=[CH:6][CH:7]=1. The catalyst class is: 3. (6) The catalyst class is: 1. Reactant: [Cl:1][C:2]1[CH:10]=[CH:9][CH:8]=[CH:7][C:3]=1[C:4]([OH:6])=[O:5].[CH:11]([Li])(CC)[CH3:12].C(=O)C.Cl. Product: [Cl:1][C:2]1[CH:10]=[CH:9][CH:8]=[C:7]2[C:3]=1[C:4](=[O:6])[O:5][CH:11]2[CH3:12].